This data is from CYP2C9 inhibition data for predicting drug metabolism from PubChem BioAssay. The task is: Regression/Classification. Given a drug SMILES string, predict its absorption, distribution, metabolism, or excretion properties. Task type varies by dataset: regression for continuous measurements (e.g., permeability, clearance, half-life) or binary classification for categorical outcomes (e.g., BBB penetration, CYP inhibition). Dataset: cyp2c9_veith. (1) The molecule is CCC1=C(C)CN(C(=O)NCCc2ccc(S(=O)(=O)NC(=O)NC3CCC(C)CC3)cc2)C1=O. The result is 1 (inhibitor). (2) The drug is Cn1nc(C(F)(F)F)c(/C=N/OC(=O)c2ccccc2Cl)c1SCc1ccc(Cl)cc1. The result is 1 (inhibitor). (3) The drug is CO[C@]1(NC(=O)[C@H](C(=O)[O-])c2ccc(O)cc2)C(=O)N2C(C(=O)[O-])=C(CSc3nnnn3C)CO[C@H]21.[Na+].[Na+]. The result is 0 (non-inhibitor). (4) The molecule is CCOc1ccc(-n2c(SCC(=O)Nc3ccc4c(c3)OCCO4)nc3c(c2=O)SCC3)cc1. The result is 1 (inhibitor). (5) The drug is CN(C)c1ncc2nc(CCc3ccccc3)c(=O)n(Cc3cccs3)c2n1. The result is 1 (inhibitor). (6) The molecule is O=C(CSC1CC(=O)N(CC(c2ccccc2)c2ccccc2)C1=O)Nc1ccc(Cl)cc1. The result is 1 (inhibitor). (7) The drug is Cc1c2cccc(Sc3ccccc3)c2c2c3c(cccc13)[S+](c1ccccc1)C2. The result is 1 (inhibitor). (8) The molecule is O=C(c1cc(C(F)(F)F)cc(C(F)(F)F)c1)N1CCC[C@@]2(CCN(Cc3ccncc3)C2)C1. The result is 1 (inhibitor). (9) The result is 0 (non-inhibitor). The drug is Nc1nc(SCc2ccccc2[N+](=O)[O-])c2[nH]cnc2n1.